From a dataset of Full USPTO retrosynthesis dataset with 1.9M reactions from patents (1976-2016). Predict the reactants needed to synthesize the given product. (1) Given the product [N+:8]([C:5]1[CH:6]=[CH:7][C:2]([N:30]2[CH2:31][CH2:32][CH2:33][C@H:28]([NH:27][C@@H:22]3[CH2:23][CH2:24][CH2:25][CH2:26][C@H:21]3[NH:20][C:18]([NH:17][C:11]3[CH:12]=[CH:13][CH:14]=[CH:15][CH:16]=3)=[O:19])[CH2:29]2)=[CH:3][CH:4]=1)([O-:10])=[O:9], predict the reactants needed to synthesize it. The reactants are: F[C:2]1[CH:7]=[CH:6][C:5]([N+:8]([O-:10])=[O:9])=[CH:4][CH:3]=1.[C:11]1([NH:17][C:18]([NH:20][C@@H:21]2[CH2:26][CH2:25][CH2:24][CH2:23][C@H:22]2[NH:27][CH:28]2[CH2:33][CH2:32][CH2:31][NH:30][CH2:29]2)=[O:19])[CH:16]=[CH:15][CH:14]=[CH:13][CH:12]=1. (2) Given the product [C:17]([NH:25][C:26]([NH:8][C:7]1[C:6]([O:9][CH3:10])=[CH:5][N:4]=[C:3]([CH:11]2[CH2:16][CH2:15][O:14][CH2:13][CH2:12]2)[C:2]=1[I:1])=[S:27])(=[O:24])[C:18]1[CH:23]=[CH:22][CH:21]=[CH:20][CH:19]=1, predict the reactants needed to synthesize it. The reactants are: [I:1][C:2]1[C:3]([CH:11]2[CH2:16][CH2:15][O:14][CH2:13][CH2:12]2)=[N:4][CH:5]=[C:6]([O:9][CH3:10])[C:7]=1[NH2:8].[C:17]([N:25]=[C:26]=[S:27])(=[O:24])[C:18]1[CH:23]=[CH:22][CH:21]=[CH:20][CH:19]=1. (3) Given the product [C:1]([O:5][C:6]([N:8]1[CH2:13][CH2:12][N:11]([C:14]2[N:19]=[C:18]([C:20]3[CH:25]=[CH:24][N:23]=[CH:22][C:21]=3[Cl:26])[C:17]([Br:34])=[CH:16][CH:15]=2)[CH2:10][CH2:9]1)=[O:7])([CH3:4])([CH3:2])[CH3:3], predict the reactants needed to synthesize it. The reactants are: [C:1]([O:5][C:6]([N:8]1[CH2:13][CH2:12][N:11]([C:14]2[N:19]=[C:18]([C:20]3[CH:25]=[CH:24][N:23]=[CH:22][C:21]=3[Cl:26])[CH:17]=[CH:16][CH:15]=2)[CH2:10][CH2:9]1)=[O:7])([CH3:4])([CH3:3])[CH3:2].C1C(=O)N([Br:34])C(=O)C1. (4) Given the product [CH3:25][C:23]1[N:1]=[C:2]2[S:6][C:5]3[CH2:7][CH2:8][CH2:9][CH2:10][C:4]=3[C:3]2=[C:11]([C:13]2[CH:18]=[CH:17][CH:16]=[CH:15][C:14]=2[F:19])[C:22]=1[CH2:21][C:20]([O:27][CH3:28])=[O:26], predict the reactants needed to synthesize it. The reactants are: [NH2:1][C:2]1[S:6][C:5]2[CH2:7][CH2:8][CH2:9][CH2:10][C:4]=2[C:3]=1[C:11]([C:13]1[CH:18]=[CH:17][CH:16]=[CH:15][C:14]=1[F:19])=O.[C:20]([O:27][CH3:28])(=[O:26])[CH2:21][CH2:22][C:23]([CH3:25])=O.Cl[Si](C)(C)C. (5) Given the product [CH3:38][N:3]([CH3:2])[C:4]([C:6]1[N:7]=[CH:8][C:9]([O:12][C:13]2[CH:14]=[C:15]([CH:20]=[C:21]([O:23][C@@H:24]([CH3:37])[CH2:25][OH:26])[CH:22]=2)[C:16]([O:18][CH3:19])=[O:17])=[N:10][CH:11]=1)=[O:5], predict the reactants needed to synthesize it. The reactants are: F.[CH3:2][N:3]([CH3:38])[C:4]([C:6]1[N:7]=[CH:8][C:9]([O:12][C:13]2[CH:14]=[C:15]([CH:20]=[C:21]([O:23][C@@H:24]([CH3:37])[CH2:25][O:26][Si](C(C)C)(C(C)C)C(C)C)[CH:22]=2)[C:16]([O:18][CH3:19])=[O:17])=[N:10][CH:11]=1)=[O:5].